This data is from NCI-60 drug combinations with 297,098 pairs across 59 cell lines. The task is: Regression. Given two drug SMILES strings and cell line genomic features, predict the synergy score measuring deviation from expected non-interaction effect. (1) Drug 1: C1CN1C2=NC(=NC(=N2)N3CC3)N4CC4. Drug 2: C1CC(=O)NC(=O)C1N2C(=O)C3=CC=CC=C3C2=O. Cell line: MALME-3M. Synergy scores: CSS=11.8, Synergy_ZIP=-3.44, Synergy_Bliss=2.08, Synergy_Loewe=-1.42, Synergy_HSA=0.984. (2) Drug 1: CC1C(C(CC(O1)OC2CC(CC3=C2C(=C4C(=C3O)C(=O)C5=C(C4=O)C(=CC=C5)OC)O)(C(=O)C)O)N)O.Cl. Drug 2: C1C(C(OC1N2C=NC3=C(N=C(N=C32)Cl)N)CO)O. Cell line: OVCAR-8. Synergy scores: CSS=49.1, Synergy_ZIP=-3.71, Synergy_Bliss=-1.41, Synergy_Loewe=0.796, Synergy_HSA=1.92. (3) Drug 2: C1CN(P(=O)(OC1)NCCCl)CCCl. Synergy scores: CSS=26.7, Synergy_ZIP=-2.01, Synergy_Bliss=-1.62, Synergy_Loewe=-27.9, Synergy_HSA=-2.09. Cell line: RXF 393. Drug 1: CC=C1C(=O)NC(C(=O)OC2CC(=O)NC(C(=O)NC(CSSCCC=C2)C(=O)N1)C(C)C)C(C)C. (4) Drug 1: C1=CN(C(=O)N=C1N)C2C(C(C(O2)CO)O)O.Cl. Drug 2: CC1=C(C=C(C=C1)C(=O)NC2=CC(=CC(=C2)C(F)(F)F)N3C=C(N=C3)C)NC4=NC=CC(=N4)C5=CN=CC=C5. Cell line: IGROV1. Synergy scores: CSS=1.52, Synergy_ZIP=-1.87, Synergy_Bliss=-0.340, Synergy_Loewe=-3.04, Synergy_HSA=-1.28. (5) Synergy scores: CSS=12.6, Synergy_ZIP=-0.139, Synergy_Bliss=6.52, Synergy_Loewe=0.118, Synergy_HSA=0.366. Cell line: OVCAR3. Drug 2: CC1=C(C(=CC=C1)Cl)NC(=O)C2=CN=C(S2)NC3=CC(=NC(=N3)C)N4CCN(CC4)CCO. Drug 1: C1C(C(OC1N2C=C(C(=O)NC2=O)F)CO)O. (6) Drug 1: C1CCN(CC1)CCOC2=CC=C(C=C2)C(=O)C3=C(SC4=C3C=CC(=C4)O)C5=CC=C(C=C5)O. Drug 2: C(=O)(N)NO. Cell line: BT-549. Synergy scores: CSS=20.7, Synergy_ZIP=-3.98, Synergy_Bliss=4.65, Synergy_Loewe=3.76, Synergy_HSA=3.38. (7) Drug 1: CCN(CC)CCCC(C)NC1=C2C=C(C=CC2=NC3=C1C=CC(=C3)Cl)OC. Drug 2: C1CC(=O)NC(=O)C1N2C(=O)C3=CC=CC=C3C2=O. Cell line: CCRF-CEM. Synergy scores: CSS=24.6, Synergy_ZIP=1.18, Synergy_Bliss=-1.52, Synergy_Loewe=-48.7, Synergy_HSA=-3.70. (8) Cell line: DU-145. Drug 2: CCN(CC)CCNC(=O)C1=C(NC(=C1C)C=C2C3=C(C=CC(=C3)F)NC2=O)C. Synergy scores: CSS=2.32, Synergy_ZIP=-0.552, Synergy_Bliss=1.56, Synergy_Loewe=-0.486, Synergy_HSA=-0.369. Drug 1: C1CC(=O)NC(=O)C1N2CC3=C(C2=O)C=CC=C3N. (9) Drug 1: C1CC(=O)NC(=O)C1N2CC3=C(C2=O)C=CC=C3N. Drug 2: CC(C)CN1C=NC2=C1C3=CC=CC=C3N=C2N. Cell line: SK-MEL-28. Synergy scores: CSS=-0.117, Synergy_ZIP=3.57, Synergy_Bliss=3.27, Synergy_Loewe=2.85, Synergy_HSA=2.24. (10) Drug 1: C1=NC(=NC(=O)N1C2C(C(C(O2)CO)O)O)N. Drug 2: CCCCC(=O)OCC(=O)C1(CC(C2=C(C1)C(=C3C(=C2O)C(=O)C4=C(C3=O)C=CC=C4OC)O)OC5CC(C(C(O5)C)O)NC(=O)C(F)(F)F)O. Cell line: CAKI-1. Synergy scores: CSS=47.2, Synergy_ZIP=-0.694, Synergy_Bliss=-2.54, Synergy_Loewe=-5.38, Synergy_HSA=-1.82.